From a dataset of Peptide-MHC class II binding affinity with 134,281 pairs from IEDB. Regression. Given a peptide amino acid sequence and an MHC pseudo amino acid sequence, predict their binding affinity value. This is MHC class II binding data. (1) The binding affinity (normalized) is 0.173. The MHC is DRB1_1602 with pseudo-sequence DRB1_1602. The peptide sequence is IGLVTQTINDFYFVI. (2) The MHC is HLA-DQA10201-DQB10303 with pseudo-sequence HLA-DQA10201-DQB10303. The peptide sequence is DLDDEQEILNYMSPH. The binding affinity (normalized) is 0. (3) The peptide sequence is VATLSEALRIIAGTL. The MHC is DRB5_0101 with pseudo-sequence DRB5_0101. The binding affinity (normalized) is 0.359. (4) The peptide sequence is FPPNGTHSWEYWGAQ. The MHC is HLA-DQA10102-DQB10502 with pseudo-sequence HLA-DQA10102-DQB10502. The binding affinity (normalized) is 0.0851. (5) The peptide sequence is LISRVLDGLVMTTIS. The MHC is DRB3_0101 with pseudo-sequence DRB3_0101. The binding affinity (normalized) is 0.400. (6) The peptide sequence is QGVADAYITLVTLPK. The MHC is DRB1_1001 with pseudo-sequence DRB1_1001. The binding affinity (normalized) is 0.596. (7) The peptide sequence is KEAFHGLDVKFHTQA. The MHC is DRB4_0103 with pseudo-sequence DRB4_0103. The binding affinity (normalized) is 0.563. (8) The peptide sequence is VGPLTVNEKRRLKLI. The MHC is DRB1_0405 with pseudo-sequence DRB1_0405. The binding affinity (normalized) is 0.251.